This data is from Full USPTO retrosynthesis dataset with 1.9M reactions from patents (1976-2016). The task is: Predict the reactants needed to synthesize the given product. (1) Given the product [CH3:40][O:41][C:42]1[CH:43]=[C:44]2[C:48](=[CH:49][CH:50]=1)[N:47]([CH3:51])[N:46]=[C:45]2[C:52]1[N:53]=[C:54]2[C:60]([C:61]([NH:25][C@@H:26]3[CH2:31][CH2:30][O:29][CH2:28][C@@H:27]3[NH:32][C:33](=[O:39])[O:34][C:35]([CH3:36])([CH3:38])[CH3:37])=[O:62])=[CH:59][N:58]([CH2:64][O:65][CH2:66][CH2:67][Si:68]([CH3:69])([CH3:71])[CH3:70])[C:55]2=[N:56][CH:57]=1, predict the reactants needed to synthesize it. The reactants are: CN(C(ON1N=NC2C=CC=NC1=2)=[N+](C)C)C.F[P-](F)(F)(F)(F)F.[NH2:25][C@@H:26]1[CH2:31][CH2:30][O:29][CH2:28][C@@H:27]1[NH:32][C:33](=[O:39])[O:34][C:35]([CH3:38])([CH3:37])[CH3:36].[CH3:40][O:41][C:42]1[CH:43]=[C:44]2[C:48](=[CH:49][CH:50]=1)[N:47]([CH3:51])[N:46]=[C:45]2[C:52]1[N:53]=[C:54]2[C:60]([C:61](O)=[O:62])=[CH:59][N:58]([CH2:64][O:65][CH2:66][CH2:67][Si:68]([CH3:71])([CH3:70])[CH3:69])[C:55]2=[N:56][CH:57]=1. (2) The reactants are: N1C=CN=C1.[Si:6](Cl)([C:9]([CH3:12])([CH3:11])[CH3:10])([CH3:8])[CH3:7].[OH:14][CH2:15][CH2:16][C:17]#[N:18]. Given the product [Si:6]([O:14][CH2:15][CH2:16][C:17]#[N:18])([C:9]([CH3:12])([CH3:11])[CH3:10])([CH3:8])[CH3:7], predict the reactants needed to synthesize it.